Dataset: Forward reaction prediction with 1.9M reactions from USPTO patents (1976-2016). Task: Predict the product of the given reaction. Given the reactants ClC(OCC(C)C)=O.[C:9]([O:13][C:14]([NH:16][C@@H:17]1[CH2:22][CH2:21][CH2:20][CH2:19][C@H:18]1[C:23]([OH:25])=O)=[O:15])([CH3:12])([CH3:11])[CH3:10].C[N:27]1CCOCC1, predict the reaction product. The product is: [C:23]([C@@H:18]1[CH2:19][CH2:20][CH2:21][CH2:22][C@H:17]1[NH:16][C:14](=[O:15])[O:13][C:9]([CH3:12])([CH3:11])[CH3:10])(=[O:25])[NH2:27].